From a dataset of Full USPTO retrosynthesis dataset with 1.9M reactions from patents (1976-2016). Predict the reactants needed to synthesize the given product. Given the product [Br:1][C:2]1[CH:7]=[C:6]([Br:8])[N:5]=[C:4]([C:9]2[CH:14]=[CH:13][C:12]([F:15])=[CH:11][C:10]=2[Cl:16])[C:3]=1[CH2:17][Br:18], predict the reactants needed to synthesize it. The reactants are: [Br:1][C:2]1[CH:7]=[C:6]([Br:8])[N:5]=[C:4]([C:9]2[CH:14]=[CH:13][C:12]([F:15])=[CH:11][C:10]=2[Cl:16])[C:3]=1[CH3:17].[Br:18]N1C(=O)CCC1=O.C(OOC(=O)C1C=CC=CC=1)(=O)C1C=CC=CC=1.